This data is from Full USPTO retrosynthesis dataset with 1.9M reactions from patents (1976-2016). The task is: Predict the reactants needed to synthesize the given product. (1) Given the product [C:13]([O:17][C:18](=[O:25])[NH:19][CH:20]1[CH2:24][CH2:23][N:22]([C:6]([N:3]2[CH:2]=[CH:1][N:5]=[CH:4]2)=[O:7])[CH2:21]1)([CH3:16])([CH3:14])[CH3:15], predict the reactants needed to synthesize it. The reactants are: [CH:1]1[N:5]=[CH:4][N:3]([C:6](N2C=NC=C2)=[O:7])[CH:2]=1.[C:13]([O:17][C:18](=[O:25])[NH:19][CH:20]1[CH2:24][CH2:23][NH:22][CH2:21]1)([CH3:16])([CH3:15])[CH3:14]. (2) Given the product [CH2:1]([O:3][C:4]([C:5]1[C:21](=[O:22])[C:23]2[C:24](=[C:25]([Cl:38])[N:26]=[C:27]([CH2:29][C:30]3[CH:35]=[CH:34][CH:33]=[C:32]([Cl:36])[C:31]=3[F:37])[CH:28]=2)[N:7]([C@H:8]([C:12]([CH3:19])([CH3:20])[O:13][SiH2:14][C:15]([CH3:16])([CH3:17])[CH3:18])[CH:9]([CH3:11])[CH3:10])[CH:6]=1)=[O:40])[CH3:2], predict the reactants needed to synthesize it. The reactants are: [CH2:1]([O:3][C:4](=[O:40])[C:5]([C:21]([C:23]1[CH:28]=[C:27]([CH2:29][C:30]2[CH:35]=[CH:34][CH:33]=[C:32]([Cl:36])[C:31]=2[F:37])[N:26]=[C:25]([Cl:38])[C:24]=1Cl)=[O:22])=[CH:6][NH:7][C@H:8]([C:12]([CH3:20])([CH3:19])[O:13][SiH2:14][C:15]([CH3:18])([CH3:17])[CH3:16])[CH:9]([CH3:11])[CH3:10])[CH3:2].C(=O)([O-])[O-].[K+].[K+]. (3) The reactants are: [O:1]1[CH:6]=[CH:5][CH2:4][CH2:3][CH2:2]1.[CH3:7][O:8][C:9]([C:11]1[C:15]([N+:16]([O-:18])=[O:17])=[CH:14][NH:13][N:12]=1)=[O:10].CCOCC. Given the product [CH3:7][O:8][C:9]([C:11]1[C:15]([N+:16]([O-:18])=[O:17])=[CH:14][N:13]([CH:6]2[CH2:5][CH2:4][CH2:3][CH2:2][O:1]2)[N:12]=1)=[O:10], predict the reactants needed to synthesize it. (4) Given the product [Cl:42][C:7]1[CH:6]=[N+:5]([O-:43])[CH:4]=[C:3]([Cl:2])[C:8]=1[CH2:9][C@@H:10]([C:27]1[CH:32]=[CH:31][C:30]([O:33][CH:34]([F:36])[F:35])=[C:29]([O:37][CH2:38][CH:39]2[CH2:40][CH2:41]2)[CH:28]=1)[O:11][C:12](=[O:26])[CH2:13][N:14]([CH2:15][C:16]1[CH:21]=[CH:20][C:19]([O:22][CH3:23])=[C:18]([O:24][CH3:25])[CH:17]=1)[S:45]([CH3:44])(=[O:47])=[O:46], predict the reactants needed to synthesize it. The reactants are: Cl.[Cl:2][C:3]1[CH:4]=[N+:5]([O-:43])[CH:6]=[C:7]([Cl:42])[C:8]=1[CH2:9][C@@H:10]([C:27]1[CH:32]=[CH:31][C:30]([O:33][CH:34]([F:36])[F:35])=[C:29]([O:37][CH2:38][CH:39]2[CH2:41][CH2:40]2)[CH:28]=1)[O:11][C:12](=[O:26])[CH2:13][NH:14][CH2:15][C:16]1[CH:21]=[CH:20][C:19]([O:22][CH3:23])=[C:18]([O:24][CH3:25])[CH:17]=1.[CH3:44][S:45](Cl)(=[O:47])=[O:46]. (5) The reactants are: [CH3:1][N:2]1[C:6]2=[N:7][C:8](=[O:12])[NH:9][C:10](=[O:11])[N:5]2[CH:4]=[CH:3]1.[H-].[Na+].O.C(OCC)(=O)C.[Br:22][CH2:23][CH2:24][CH2:25]Br. Given the product [Br:22][CH2:23][CH2:24][CH2:25][N:9]1[C:10](=[O:11])[N:5]2[CH:4]=[CH:3][N:2]([CH3:1])[C:6]2=[N:7][C:8]1=[O:12], predict the reactants needed to synthesize it. (6) Given the product [CH3:17][N:18]([CH3:26])[C:19]([C:21]1[CH:25]=[CH:24][N:23]([C:2]2[CH:7]=[CH:6][CH:5]=[C:4]([NH:14][C:13]3[CH:15]=[CH:16][C:10]([Cl:9])=[CH:11][CH:12]=3)[N:3]=2)[N:22]=1)=[O:20], predict the reactants needed to synthesize it. The reactants are: F[C:2]1[CH:7]=[CH:6][CH:5]=[C:4](F)[N:3]=1.[Cl:9][C:10]1[CH:16]=[CH:15][C:13]([NH2:14])=[CH:12][CH:11]=1.[CH3:17][N:18]([CH3:26])[C:19]([C:21]1[CH:25]=[CH:24][NH:23][N:22]=1)=[O:20]. (7) Given the product [ClH:1].[ClH:1].[C:38]([C:22]1[CH:21]=[C:20]([N:15]([CH2:14]/[CH:13]=[CH:12]/[C:8]2[CH:9]=[CH:10][CH:11]=[C:6]([NH:65][C:41]([O:45][CH2:46][CH3:51])=[O:55])[C:7]=2[CH:61]=[NH:58])[S:16]([CH3:19])(=[O:18])=[O:17])[CH:25]=[CH:24][C:23]=1[O:26][CH:27]1[CH2:32][CH2:31][N:30]([C:33]2[CH2:37][CH2:36][CH2:35][N:34]=2)[CH2:29][CH2:28]1)(=[O:40])[NH2:39], predict the reactants needed to synthesize it. The reactants are: [ClH:1].Cl.C([C:6]1[CH:7]=[C:8](/[CH:12]=[CH:13]/[CH2:14][N:15]([C:20]2[CH:25]=[CH:24][C:23]([O:26][CH:27]3[CH2:32][CH2:31][N:30]([C:33]4[CH2:37][CH2:36][CH2:35][N:34]=4)[CH2:29][CH2:28]3)=[C:22]([C:38](=[O:40])[NH2:39])[CH:21]=2)[S:16]([CH3:19])(=[O:18])=[O:17])[CH:9]=[CH:10][CH:11]=1)(=N)N.[C:41](=[O:55])([O:45][C:46]1[CH:51]=CC([N+]([O-])=O)=CC=1)OCC.C([N:58]([CH2:61]C)CC)C.Cl.C[N:65](C)C=O. (8) Given the product [Br:1][C:2]1[CH:3]=[CH:4][C:5]([C:8]2[CH:13]=[CH:12][C:11]([C:14]3([C:16]4[CH:17]=[CH:18][CH:19]=[CH:20][CH:21]=4)[O:25][CH2:24][C:23]([CH3:28])([CH3:26])[CH2:22][O:15]3)=[CH:10][CH:9]=2)=[CH:6][CH:7]=1, predict the reactants needed to synthesize it. The reactants are: [Br:1][C:2]1[CH:7]=[CH:6][C:5]([C:8]2[CH:13]=[CH:12][C:11]([C:14]([C:16]3[CH:21]=[CH:20][CH:19]=[CH:18][CH:17]=3)=[O:15])=[CH:10][CH:9]=2)=[CH:4][CH:3]=1.[CH3:22][C:23]([CH3:28])([CH2:26]O)[CH2:24][OH:25].CC1C=CC(S(O)(=O)=O)=CC=1. (9) Given the product [Br:21][CH2:22][CH2:23][CH2:24][C:25]([N:1]1[CH2:2][CH2:3][CH:4]([NH:7][C:8](=[O:14])[O:9][C:10]([CH3:11])([CH3:13])[CH3:12])[CH2:5][CH2:6]1)=[O:26], predict the reactants needed to synthesize it. The reactants are: [NH:1]1[CH2:6][CH2:5][CH:4]([NH:7][C:8](=[O:14])[O:9][C:10]([CH3:13])([CH3:12])[CH3:11])[CH2:3][CH2:2]1.N1C=CC=CC=1.[Br:21][CH2:22][CH2:23][CH2:24][C:25](Cl)=[O:26]. (10) Given the product [ClH:31].[S:1]1[C:5]2[CH:6]=[CH:7][CH:8]=[CH:9][C:4]=2[C:3]([N:10]2[CH2:15][CH2:14][N:13]([CH2:16][CH2:17][C:18]3[CH:23]=[CH:22][CH:21]=[C:20]4[C:19]=3[NH:24][C:25](=[O:30])[CH2:26][C:27]4([CH3:28])[CH3:29])[CH2:12][CH2:11]2)=[N:2]1, predict the reactants needed to synthesize it. The reactants are: [S:1]1[C:5]2[CH:6]=[CH:7][CH:8]=[CH:9][C:4]=2[C:3]([N:10]2[CH2:15][CH2:14][N:13]([CH2:16][CH2:17][C:18]3[CH:23]=[CH:22][CH:21]=[CH:20][C:19]=3[NH:24][C:25](=[O:30])[CH:26]=[C:27]([CH3:29])[CH3:28])[CH2:12][CH2:11]2)=[N:2]1.[Cl-:31].[Al+3].[Cl-].[Cl-].